Dataset: Forward reaction prediction with 1.9M reactions from USPTO patents (1976-2016). Task: Predict the product of the given reaction. (1) Given the reactants [Cl:1][C:2]1[CH:3]=[C:4]([C:9](=[O:11])[CH3:10])[CH:5]=[CH:6][C:7]=1[CH3:8].[F:12][CH:13]([F:19])[C:14](OCC)=[O:15].C[O-].[Na+].C(OCC)(=O)C, predict the reaction product. The product is: [Cl:1][C:2]1[CH:3]=[C:4]([C:9](=[O:11])[CH2:10][C:14](=[O:15])[CH:13]([F:19])[F:12])[CH:5]=[CH:6][C:7]=1[CH3:8]. (2) The product is: [C:5]1([CH3:12])[CH:10]=[CH:9][CH:8]=[CH:7][C:6]=1[CH2:11][CH2:4][CH2:3][CH:2]=[CH2:1]. Given the reactants [CH2:1]=[CH:2][CH:3]=[CH2:4].[C:5]1([CH3:12])[C:6]([CH3:11])=[CH:7][CH:8]=[CH:9][CH:10]=1, predict the reaction product.